From a dataset of Peptide-MHC class I binding affinity with 185,985 pairs from IEDB/IMGT. Regression. Given a peptide amino acid sequence and an MHC pseudo amino acid sequence, predict their binding affinity value. This is MHC class I binding data. (1) The peptide sequence is FLLPILSQI. The MHC is HLA-A02:01 with pseudo-sequence HLA-A02:01. The binding affinity (normalized) is 0.634. (2) The peptide sequence is ETPLREQENS. The MHC is Mamu-A02 with pseudo-sequence Mamu-A02. The binding affinity (normalized) is 0.0451. (3) The peptide sequence is LPSDFFPSV. The MHC is HLA-A02:01 with pseudo-sequence HLA-A02:01. The binding affinity (normalized) is 0.0330. (4) The peptide sequence is YMYAVSGAL. The MHC is HLA-B08:01 with pseudo-sequence HLA-B08:01. The binding affinity (normalized) is 0.379. (5) The peptide sequence is VLTDWAAPV. The MHC is HLA-A02:01 with pseudo-sequence HLA-A02:01. The binding affinity (normalized) is 1.00.